This data is from Forward reaction prediction with 1.9M reactions from USPTO patents (1976-2016). The task is: Predict the product of the given reaction. (1) The product is: [Cl:1][C:2]1[CH:10]=[CH:9][C:8]2[N:7]([CH2:17][CH2:16][C:18]3[CH:19]=[CH:20][C:21](=[O:24])[NH:22][CH:23]=3)[C:6]3[CH2:11][CH2:12][N:13]([CH3:15])[CH2:14][C:5]=3[C:4]=2[CH:3]=1. Given the reactants [Cl:1][C:2]1[CH:10]=[CH:9][C:8]2[NH:7][C:6]3[CH2:11][CH2:12][N:13]([CH3:15])[CH2:14][C:5]=3[C:4]=2[CH:3]=1.[CH:16]([C:18]1[CH:19]=[CH:20][C:21](=[O:24])[NH:22][CH:23]=1)=[CH2:17].[OH-].[K+], predict the reaction product. (2) Given the reactants [OH:1][CH2:2][CH:3]1[CH2:8][CH2:7][CH2:6][C:5](=[O:9])[CH2:4]1.[Cl:10][C:11]1[C:12](F)=[CH:13][C:14]([F:24])=[C:15]([CH:23]=1)[C:16]([O:18][C:19]([CH3:22])([CH3:21])[CH3:20])=[O:17].CC(C)([O-])C.[K+], predict the reaction product. The product is: [Cl:10][C:11]1[C:12]([O:1][CH2:2][CH:3]2[CH2:8][CH2:7][CH2:6][C:5](=[O:9])[CH2:4]2)=[CH:13][C:14]([F:24])=[C:15]([CH:23]=1)[C:16]([O:18][C:19]([CH3:20])([CH3:21])[CH3:22])=[O:17].